This data is from Human Reference Interactome with 51,813 positive PPI pairs across 8,248 proteins, plus equal number of experimentally-validated negative pairs. The task is: Binary Classification. Given two protein amino acid sequences, predict whether they physically interact or not. Protein 1 (ENSG00000147642) has sequence MGPLRESKKEHRVQHHDKEISRSRIPRLILRPHMPQQQHKVSPASESPFSEEESREFNPSSSGRSARTVSSNSFCSDDTGCPSSQSVSPVKTPSDAGNSPIGFCPGSDEGFTRKKCTIGMVGEGSIQSSRYKKESKSGLVKPGSEADFSSSSSTGSISAPEVHMSTAGSKRSSSSRNRGPHGRSNGASSHKPGSSPSSPREKDLLSMLCRNQLSPVNIHPSYAPSSPSSSNSGSYKGSDCSPIMRRSGRYMSCGENHGVRPPNPEQYLTPLQQKEVTVRHLKTKLKESERRLHERESEIV.... Protein 2 (ENSG00000121742) has sequence MDWGTLHTFIGGVNKHSTSIGKVWITVIFIFRVMILVVAAQEVWGDEQEDFVCNTLQPGCKNVCYDHFFPVSHIRLWALQLIFVSTPALLVAMHVAYYRHETTRKFRRGEKRNDFKDIEDIKKQKVRIEGSLWWTYTSSIFFRIIFEAAFMYVFYFLYNGYHLPWVLKCGIDPCPNLVDCFISRPTEKTVFTIFMISASVICMLLNVAELCYLLLKVCFRRSKRAQTQKNHPNHALKESKQNEMNELISDSGQNAITGFPS*MDWGTLHTFIGGVNKHSTSIGKVWITVIFIFRVMILVV.... Result: 0 (the proteins do not interact).